From a dataset of Catalyst prediction with 721,799 reactions and 888 catalyst types from USPTO. Predict which catalyst facilitates the given reaction. Reactant: [F:1][C:2]1[CH:3]=[C:4]2[C:8](=[CH:9][CH:10]=1)[C:7](=[O:11])[CH:6]([C:12]([O:14][CH2:15][CH3:16])=[O:13])[CH2:5]2.[H-].[Na+]. Product: [CH2:15]([O:14][C:12](=[O:13])[CH2:6][C:6]1([C:12]([O:14][CH2:15][CH3:16])=[O:13])[CH2:5][C:4]2[C:8](=[CH:9][CH:10]=[C:2]([F:1])[CH:3]=2)[C:7]1=[O:11])[CH3:16]. The catalyst class is: 3.